Dataset: Forward reaction prediction with 1.9M reactions from USPTO patents (1976-2016). Task: Predict the product of the given reaction. (1) Given the reactants [CH3:1][O:2][C:3]1[CH:4]=[C:5]([OH:9])[CH:6]=[CH:7][CH:8]=1.C(=O)([O-])[O-].[K+].[K+].F[C:17]1[CH:24]=[CH:23][C:20]([C:21]#[N:22])=[CH:19][CH:18]=1, predict the reaction product. The product is: [CH3:1][O:2][C:3]1[CH:4]=[C:5]([CH:6]=[CH:7][CH:8]=1)[O:9][C:17]1[CH:24]=[CH:23][C:20]([C:21]#[N:22])=[CH:19][CH:18]=1. (2) Given the reactants [C:1]([O:5][C:6](=[O:13])[CH2:7][NH:8][C:9](=[O:12])[CH2:10]Br)([CH3:4])([CH3:3])[CH3:2].[NH:14]1[CH2:25][CH2:24][NH:23][CH2:22][CH2:21][NH:20][CH2:19][CH2:18][NH:17][CH2:16][CH2:15]1, predict the reaction product. The product is: [C:1]([O:5][C:6]([CH2:7][NH:8][C:9](=[O:12])[CH2:10][N:14]1[CH2:25][CH2:24][NH:23][CH2:22][CH2:21][N:20]([CH2:10][C:9](=[O:12])[NH:8][CH2:7][C:6]([O:5][C:1]([CH3:4])([CH3:2])[CH3:3])=[O:13])[CH2:19][CH2:18][N:17]([CH2:10][C:9](=[O:12])[NH:8][CH2:7][C:6]([O:5][C:1]([CH3:4])([CH3:3])[CH3:2])=[O:13])[CH2:16][CH2:15]1)=[O:13])([CH3:4])([CH3:3])[CH3:2]. (3) Given the reactants Cl[C:2]1[N:7]=[C:6]([NH:8][C:9]2[CH:10]=[C:11]3[C:15](=[CH:16][CH:17]=2)[NH:14][N:13]=[CH:12]3)[CH:5]=[CH:4][N:3]=1.C([N:21]([CH:24]([CH3:26])C)[CH2:22][CH3:23])(C)C, predict the reaction product. The product is: [CH2:4]1[C:5]2[CH:23]=[CH:22][N:21]=[CH:24][C:26]=2[CH2:2][N:3]1[C:2]1[N:7]=[C:6]([NH:8][C:9]2[CH:10]=[C:11]3[C:15](=[CH:16][CH:17]=2)[NH:14][N:13]=[CH:12]3)[CH:5]=[CH:4][N:3]=1. (4) Given the reactants [CH:1]1([C:7]2[C:15]3[S:14][C:13]([NH2:16])=[N:12][C:11]=3[C:10]([O:17][CH3:18])=[CH:9][CH:8]=2)[CH2:6][CH2:5][CH2:4][CH2:3][CH2:2]1.C(N(C(C)C)C(C)C)C.[F:28][C:29]1[CH:37]=[CH:36][C:32]([C:33](Cl)=[O:34])=[CH:31][CH:30]=1, predict the reaction product. The product is: [CH:1]1([C:7]2[C:15]3[S:14][C:13]([NH:16][C:33](=[O:34])[C:32]4[CH:36]=[CH:37][C:29]([F:28])=[CH:30][CH:31]=4)=[N:12][C:11]=3[C:10]([O:17][CH3:18])=[CH:9][CH:8]=2)[CH2:2][CH2:3][CH2:4][CH2:5][CH2:6]1.